This data is from Reaction yield outcomes from USPTO patents with 853,638 reactions. The task is: Predict the reaction yield, written as a fraction of the theoretical maximum amount of product (1.0 means a 100% yield; for example, 0.34 means a 34% yield). (1) The reactants are C[O:2][C:3](=[O:39])[C:4]1[CH:9]=[CH:8][C:7]([CH:10]([NH:25][C:26]([NH:28][C@H:29]2[CH2:34][CH2:33][C@H:32]([C:35]([CH3:38])([CH3:37])[CH3:36])[CH2:31][CH2:30]2)=[O:27])[C:11]2[CH:16]=[C:15]([C:17]([F:20])([F:19])[F:18])[CH:14]=[C:13]([C:21]([F:24])([F:23])[F:22])[CH:12]=2)=[CH:6][CH:5]=1.[OH-].[Na+].C(OCC)(=O)C. The catalyst is C(O)C. The product is [F:18][C:17]([F:19])([F:20])[C:15]1[CH:16]=[C:11]([CH:10]([NH:25][C:26]([NH:28][C@H:29]2[CH2:30][CH2:31][C@H:32]([C:35]([CH3:36])([CH3:37])[CH3:38])[CH2:33][CH2:34]2)=[O:27])[C:7]2[CH:6]=[CH:5][C:4]([C:3]([OH:39])=[O:2])=[CH:9][CH:8]=2)[CH:12]=[C:13]([C:21]([F:22])([F:23])[F:24])[CH:14]=1. The yield is 0.850. (2) The reactants are [C:1]([Si:5]([C:42]1[CH:47]=[CH:46][CH:45]=[CH:44][CH:43]=1)([C:36]1[CH:41]=[CH:40][CH:39]=[CH:38][CH:37]=1)[O:6][CH2:7][C:8]([F:35])([F:34])[CH2:9][N:10]1[CH:22]([CH3:23])[CH2:21][C:20]2[C:19]3[C:14](=[CH:15][CH:16]=[C:17]([F:24])[CH:18]=3)[NH:13][C:12]=2[CH:11]1[C:25]1[C:30]([F:31])=[CH:29][C:28](I)=[CH:27][C:26]=1[F:33])([CH3:4])([CH3:3])[CH3:2].CC1(C)C2C(=C(P(C3C=CC=CC=3)C3C=CC=CC=3)C=CC=2)OC2C(P(C3C=CC=CC=3)C3C=CC=CC=3)=CC=CC1=2.C([O-])([O-])=O.[Cs+].[Cs+].[NH2:96][CH:97]1[CH2:100][N:99]([C:101]([O:103][C:104]([CH3:107])([CH3:106])[CH3:105])=[O:102])[CH2:98]1. The catalyst is O1CCOCC1.C1C=CC(/C=C/C(/C=C/C2C=CC=CC=2)=O)=CC=1.C1C=CC(/C=C/C(/C=C/C2C=CC=CC=2)=O)=CC=1.C1C=CC(/C=C/C(/C=C/C2C=CC=CC=2)=O)=CC=1.[Pd].[Pd]. The product is [C:104]([O:103][C:101]([N:99]1[CH2:100][CH:97]([NH:96][C:28]2[CH:27]=[C:26]([F:33])[C:25]([CH:11]3[C:12]4[NH:13][C:14]5[C:19](=[CH:18][C:17]([F:24])=[CH:16][CH:15]=5)[C:20]=4[CH2:21][CH:22]([CH3:23])[N:10]3[CH2:9][C:8]([F:35])([F:34])[CH2:7][O:6][Si:5]([C:1]([CH3:2])([CH3:3])[CH3:4])([C:36]3[CH:41]=[CH:40][CH:39]=[CH:38][CH:37]=3)[C:42]3[CH:43]=[CH:44][CH:45]=[CH:46][CH:47]=3)=[C:30]([F:31])[CH:29]=2)[CH2:98]1)=[O:102])([CH3:107])([CH3:105])[CH3:106]. The yield is 0.760. (3) The reactants are C(OC([N:8]1[CH2:13][CH2:12][CH:11]([C:14]2[CH:19]=[CH:18][C:17]([NH:20][C:21]([C:23]3[NH:24][CH:25]=[C:26]([C:28]#[N:29])[CH:27]=3)=[O:22])=[C:16]([C:30]3[CH2:35][CH2:34][CH2:33][CH2:32][CH:31]=3)[CH:15]=2)[CH2:10][CH2:9]1)=O)(C)(C)C.[C:36]([OH:42])([C:38]([F:41])([F:40])[F:39])=[O:37].CO. The yield is 0.590. The catalyst is C(Cl)Cl.CO. The product is [F:39][C:38]([F:41])([F:40])[C:36]([OH:42])=[O:37].[C:30]1([C:16]2[CH:15]=[C:14]([CH:11]3[CH2:10][CH2:9][NH:8][CH2:13][CH2:12]3)[CH:19]=[CH:18][C:17]=2[NH:20][C:21]([C:23]2[NH:24][CH:25]=[C:26]([C:28]#[N:29])[CH:27]=2)=[O:22])[CH2:35][CH2:34][CH2:33][CH2:32][CH:31]=1. (4) The reactants are [Br:1][C:2]1[CH:7]=[C:6]([N+:8]([O-:10])=[O:9])[CH:5]=[C:4]([CH3:11])[C:3]=1C=C.[C:14]([O-:17])([O-])=O.[K+].[K+].CS(N)(=O)=O.[O-]S([O-])=O.[Na+].[Na+].C[C:32]([OH:35])(C)C. The catalyst is O.CC[C@H]1[C@H]2C[C@H]([C@H](OC3C4C(=CC=CC=4)C(O[C@H](C4C=CN=C5C=4C=C(OC)C=C5)[C@@H]4N5C[C@H](CC)[C@@H](CC5)C4)=NN=3)C3C=CN=C4C=3C=C(OC)C=C4)N(CC2)C1. The product is [Br:1][C:2]1[CH:7]=[C:6]([N+:8]([O-:10])=[O:9])[CH:5]=[C:4]([CH3:11])[C:3]=1[C@H:14]([OH:17])[CH2:32][OH:35]. The yield is 0.500. (5) The reactants are [Cl:1][C:2]1[CH:3]=[CH:4][C:5]2[N:6]=[C:7]([CH2:20]Cl)[N:8]3[C:16]4[CH:15]=[CH:14][CH:13]=[C:12]([F:17])[C:11]=4[CH:10]=[C:9]3[C:18]=2[N:19]=1.[CH3:22][S:23]([O:25][Na])=[O:24].OP([O-])([O-])=O.[K+].[K+].O. The catalyst is CN(C=O)C. The product is [Cl:1][C:2]1[CH:3]=[CH:4][C:5]2[N:6]=[C:7]([CH2:20][S:23]([CH3:22])(=[O:25])=[O:24])[N:8]3[C:16]4[CH:15]=[CH:14][CH:13]=[C:12]([F:17])[C:11]=4[CH:10]=[C:9]3[C:18]=2[N:19]=1. The yield is 0.790. (6) The reactants are [CH3:1][N:2]1[C:7]2[N:8]=[C:9]([N:13]3[CH2:18][CH2:17][NH:16][CH2:15][CH2:14]3)[NH:10][C:11](=[O:12])[C:6]=2[CH2:5][CH2:4][CH2:3]1.FC(F)(F)C(O)=O.[Cl:26][C:27]1[C:28]([CH:33]=O)=[N:29][CH:30]=[CH:31][CH:32]=1.C([BH3-])#N.[Na+]. The catalyst is CN(C=O)C.C(Cl)(Cl)Cl. The product is [Cl:26][C:27]1[C:28]([CH2:33][N:16]2[CH2:17][CH2:18][N:13]([C:9]3[NH:10][C:11](=[O:12])[C:6]4[CH2:5][CH2:4][CH2:3][N:2]([CH3:1])[C:7]=4[N:8]=3)[CH2:14][CH2:15]2)=[N:29][CH:30]=[CH:31][CH:32]=1. The yield is 0.720. (7) The reactants are [C:1]([OH:6])(=O)[CH:2]([CH3:4])[CH3:3].C(N(CC)CC)C.ON1C2C=CC=CC=2N=N1.Cl.C(N=C=NCCCN(C)C)C.[N:36]1([C:42]([O:44][C:45]([CH3:48])([CH3:47])[CH3:46])=[O:43])[CH2:41][CH2:40][NH:39][CH2:38][CH2:37]1. The catalyst is ClCCl. The product is [C:1]([N:39]1[CH2:38][CH2:37][N:36]([C:42]([O:44][C:45]([CH3:48])([CH3:47])[CH3:46])=[O:43])[CH2:41][CH2:40]1)(=[O:6])[CH:2]([CH3:4])[CH3:3]. The yield is 0.780.